From a dataset of Catalyst prediction with 721,799 reactions and 888 catalyst types from USPTO. Predict which catalyst facilitates the given reaction. (1) Reactant: C(C1C=CC(OCC(O)=O)=CC=1)CC.[C:15]([C:19]1[CH:33]=[CH:32][C:22]([O:23][CH2:24][C:25]([O:27]C(C)(C)C)=[O:26])=[CH:21][CH:20]=1)([CH3:18])([CH3:17])[CH3:16]. Product: [C:15]([C:19]1[CH:33]=[CH:32][C:22]([O:23][CH2:24][C:25]([OH:27])=[O:26])=[CH:21][CH:20]=1)([CH3:18])([CH3:16])[CH3:17]. The catalyst class is: 281. (2) Reactant: [NH:1]1[C:5]2=[N:6][CH:7]=[CH:8][CH:9]=[C:4]2[C:3]([CH:10]=[C:11]2[O:15][C:14]([NH:16][C:17]3[CH:22]=[CH:21][CH:20]=[CH:19][CH:18]=3)=[C:13]([C:23]([O:25]CC)=[O:24])[C:12]2=[O:28])=[CH:2]1.[OH-].[K+].Cl. Product: [NH:1]1[C:5]2=[N:6][CH:7]=[CH:8][CH:9]=[C:4]2[C:3]([CH:10]=[C:11]2[O:15][C:14]([NH:16][C:17]3[CH:22]=[CH:21][CH:20]=[CH:19][CH:18]=3)=[C:13]([C:23]([OH:25])=[O:24])[C:12]2=[O:28])=[CH:2]1. The catalyst class is: 199. (3) Reactant: C[O:2][C:3](=[O:28])[C:4]1[CH:9]=[CH:8][C:7]([S:10]([N:13]2[C:21]3[C:16](=[CH:17][CH:18]=[CH:19][CH:20]=3)[C:15]([CH:22]3[CH2:27][CH2:26][O:25][CH2:24][CH2:23]3)=[CH:14]2)(=[O:12])=[O:11])=[CH:6][CH:5]=1.C1COCC1.[OH-].[Na+]. Product: [O:25]1[CH2:24][CH2:23][CH:22]([C:15]2[C:16]3[C:21](=[CH:20][CH:19]=[CH:18][CH:17]=3)[N:13]([S:10]([C:7]3[CH:6]=[CH:5][C:4]([C:3]([OH:28])=[O:2])=[CH:9][CH:8]=3)(=[O:12])=[O:11])[CH:14]=2)[CH2:27][CH2:26]1. The catalyst class is: 5. (4) The catalyst class is: 3. Product: [CH3:32][C:33]1[C:47]([CH3:48])=[CH:46][CH:45]=[C:44]([CH3:49])[C:34]=1[O:35][C:36]1[CH:37]=[CH:38][C:39]([CH2:40][NH:41][C:4](=[O:6])[C:3]2[CH:7]=[CH:8][CH:9]=[N:10][C:2]=2[NH2:1])=[CH:42][CH:43]=1. Reactant: [NH2:1][C:2]1[N:10]=[CH:9][CH:8]=[CH:7][C:3]=1[C:4]([OH:6])=O.ON1C2C=CC=CC=2N=N1.CCN=C=NCCCN(C)C.[CH3:32][C:33]1[C:47]([CH3:48])=[CH:46][CH:45]=[C:44]([CH3:49])[C:34]=1[O:35][C:36]1[CH:43]=[CH:42][C:39]([CH2:40][NH2:41])=[CH:38][CH:37]=1.C(=O)(O)[O-].[Na+].